This data is from Forward reaction prediction with 1.9M reactions from USPTO patents (1976-2016). The task is: Predict the product of the given reaction. (1) Given the reactants [C:1](=[N:4][O:5][CH:6]([CH3:10])[C:7]([OH:9])=[O:8])([CH3:3])[CH3:2].[CH3:11][CH2:12][O-].[Na+].CC(=NO)C.BrC(C)C(OCC)=O, predict the reaction product. The product is: [C:1](=[N:4][O:5][CH:6]([CH3:10])[C:7]([O:9][CH2:11][CH3:12])=[O:8])([CH3:3])[CH3:2]. (2) Given the reactants [CH2:1]([Li])[CH2:2][CH2:3][CH3:4].C(NC(C)C)(C)C.[C:13](=[O:20])([O:17][CH2:18][CH3:19])OCC.[O:21]1C=CC=[C:22]1[CH:26]=[O:27].[O:28]1[CH2:32][CH2:31][CH2:30][CH2:29]1, predict the reaction product. The product is: [O:21]1[CH2:22][CH2:26][O:27][CH:4]1[CH2:3][C:2](=[CH:1][C:29]1[O:28][CH:32]=[CH:31][CH:30]=1)[C:13]([O:17][CH2:18][CH3:19])=[O:20]. (3) The product is: [F:60][C:40]([F:39])([S:56]([O-:59])(=[O:57])=[O:58])[C:41]([F:55])([F:54])[C:42]([F:53])([F:52])[S:43]([N:46]1[CH2:47][CH2:48][CH2:49][CH2:50][CH2:51]1)(=[O:44])=[O:45].[CH:9]1([O:15][CH2:16][O:17][CH2:18][CH2:19][C:20]2[CH:25]=[CH:24][C:23]([S+:26]([C:33]3[CH:38]=[CH:37][CH:36]=[CH:35][CH:34]=3)[C:27]3[CH:32]=[CH:31][CH:30]=[CH:29][CH:28]=3)=[CH:22][CH:21]=2)[CH2:14][CH2:13][CH2:12][CH2:11][CH2:10]1. Given the reactants FC(F)(F)S([O-])(=O)=O.[CH:9]1([O:15][CH2:16][O:17][CH2:18][CH2:19][C:20]2[CH:25]=[CH:24][C:23]([S+:26]([C:33]3[CH:38]=[CH:37][CH:36]=[CH:35][CH:34]=3)[C:27]3[CH:32]=[CH:31][CH:30]=[CH:29][CH:28]=3)=[CH:22][CH:21]=2)[CH2:14][CH2:13][CH2:12][CH2:11][CH2:10]1.[F:39][C:40]([F:60])([S:56]([O-:59])(=[O:58])=[O:57])[C:41]([F:55])([F:54])[C:42]([F:53])([F:52])[S:43]([N:46]1[CH2:51][CH2:50][CH2:49][CH2:48][CH2:47]1)(=[O:45])=[O:44].[Na+], predict the reaction product. (4) Given the reactants C(O[C:6]([N:8]1[CH2:12][C:11](=[N:13][O:14][CH3:15])[CH2:10][C@H:9]1[C:16]([OH:18])=O)=[O:7])(C)(C)C.[C:19]1([C:28]2[CH:33]=[CH:32][CH:31]=[CH:30][CH:29]=2)[C:20](C(Cl)=O)=[CH:21][CH:22]=[CH:23][CH:24]=1.[NH2:34][CH2:35][CH2:36][C:37]([NH2:39])=[O:38], predict the reaction product. The product is: [NH2:39][C:37](=[O:38])[CH2:36][CH2:35][NH:34][C:16]([C@@H:9]1[CH2:10][C:11](=[N:13][O:14][CH3:15])[CH2:12][N:8]1[C:6]([C:31]1[CH:30]=[CH:29][C:28]([C:19]2[CH:24]=[CH:23][CH:22]=[CH:21][CH:20]=2)=[CH:33][CH:32]=1)=[O:7])=[O:18]. (5) Given the reactants [CH2:1]([O:3][C:4]([C:6]1[CH:7]=[C:8]2[C:13](=[CH:14][CH:15]=1)[NH:12][CH:11]([C:16]1[CH:21]=[CH:20][CH:19]=[C:18]([NH2:22])[CH:17]=1)[C:10]([CH3:24])([CH3:23])[CH2:9]2)=[O:5])[CH3:2].N1C=CC=CC=1.[N:31]1([C:36](Cl)=[O:37])[CH2:35][CH2:34][CH2:33][CH2:32]1, predict the reaction product. The product is: [CH2:1]([O:3][C:4]([C:6]1[CH:7]=[C:8]2[C:13](=[CH:14][CH:15]=1)[NH:12][CH:11]([C:16]1[CH:21]=[CH:20][CH:19]=[C:18]([NH:22][C:36]([N:31]3[CH2:35][CH2:34][CH2:33][CH2:32]3)=[O:37])[CH:17]=1)[C:10]([CH3:23])([CH3:24])[CH2:9]2)=[O:5])[CH3:2].